This data is from Reaction yield outcomes from USPTO patents with 853,638 reactions. The task is: Predict the reaction yield, written as a fraction of the theoretical maximum amount of product (1.0 means a 100% yield; for example, 0.34 means a 34% yield). (1) The catalyst is C1COCC1. The reactants are Br[C:2]1[S:3][C:4]([S:17](=[O:26])(=[O:25])[NH:18][CH2:19][CH2:20][CH2:21][N:22]([CH3:24])[CH3:23])=[CH:5][C:6]=1[C:7]1[S:11][C:10]([NH:12][C:13](=[O:15])[CH3:14])=[N:9][C:8]=1[CH3:16].C([Li])CCC. The yield is 0.680. The product is [CH3:24][N:22]([CH3:23])[CH2:21][CH2:20][CH2:19][NH:18][S:17]([C:4]1[S:3][CH:2]=[C:6]([C:7]2[S:11][C:10]([NH:12][C:13](=[O:15])[CH3:14])=[N:9][C:8]=2[CH3:16])[CH:5]=1)(=[O:26])=[O:25]. (2) The reactants are [Cl:1][C:2]1[CH:7]=[CH:6][C:5]([C@@H:8]2[CH2:12][N:11]([C:13]3[CH:18]=[CH:17][CH2:16][NH:15][N:14]=3)[CH2:10][C@H:9]2[C:19]([O:21]C)=[O:20])=[CH:4][CH:3]=1.ClC1C=CC([C@@H]2CN(C3C=CCNN=3)C[C@H]2C([O-])=O)=CC=1. No catalyst specified. The product is [Cl:1][C:2]1[CH:7]=[CH:6][C:5]([C@@H:8]2[CH2:12][N:11]([C:13]3[CH:18]=[CH:17][CH2:16][NH:15][N:14]=3)[CH2:10][C@H:9]2[C:19]([OH:21])=[O:20])=[CH:4][CH:3]=1. The yield is 0.700. (3) The reactants are [NH2:1][C:2]1[CH:3]=[CH:4][C:5]2[O:9][C:8]([CH:10]([NH:17][C:18]3[CH:23]=[CH:22][C:21]([C:24]([N:26]([CH3:34])[CH2:27][CH2:28][C:29]([O:31]CC)=[O:30])=[O:25])=[CH:20][CH:19]=3)[CH:11]3[CH2:16][CH2:15][CH2:14][CH2:13][CH2:12]3)=[C:7]([CH3:35])[C:6]=2[CH:36]=1.[C:37](Cl)(=[O:44])[C:38]1[CH:43]=[CH:42][CH:41]=[CH:40][CH:39]=1.[Cl-].[NH4+].[OH-].[Li+]. The yield is 0.940. The catalyst is CN(C)C(=O)C.C(O)C.O1CCCC1. The product is [CH:11]1([CH:10]([NH:17][C:18]2[CH:19]=[CH:20][C:21]([C:24]([N:26]([CH3:34])[CH2:27][CH2:28][C:29]([OH:31])=[O:30])=[O:25])=[CH:22][CH:23]=2)[C:8]2[O:9][C:5]3[CH:4]=[CH:3][C:2]([NH:1][C:37]([C:38]4[CH:43]=[CH:42][CH:41]=[CH:40][CH:39]=4)=[O:44])=[CH:36][C:6]=3[C:7]=2[CH3:35])[CH2:16][CH2:15][CH2:14][CH2:13][CH2:12]1. (4) The reactants are C([O:5][C:6](=[O:21])/[CH:7]=[CH:8]/[C:9]1[CH:20]=[N:19][C:12]2[NH:13][C:14](=[O:18])[NH:15][C:16](=[O:17])[C:11]=2[CH:10]=1)(C)(C)C.FC(F)(F)C(O)=O. The catalyst is C(Cl)Cl. The product is [O:18]=[C:14]1[NH:13][C:12]2[N:19]=[CH:20][C:9](/[CH:8]=[CH:7]/[C:6]([OH:21])=[O:5])=[CH:10][C:11]=2[C:16](=[O:17])[NH:15]1. The yield is 0.910. (5) The reactants are Br[C:2]1[S:6][C:5]([CH:7]=[O:8])=[CH:4][CH:3]=1.[CH2:9]([OH:14])[C:10]([F:13])([F:12])[F:11].C(=O)([O-])[O-].[K+].[K+].O. The catalyst is CN(C)C=O. The product is [F:11][C:10]([F:13])([F:12])[CH2:9][O:14][C:2]1[S:6][C:5]([CH:7]=[O:8])=[CH:4][CH:3]=1. The yield is 0.660. (6) The product is [F:9][C:10]1[CH:15]=[C:14]([I:16])[CH:13]=[CH:12][C:11]=1[NH:17][C:22]1[N:23]([CH3:40])[C:24](=[O:39])[C:25]([CH3:38])=[C:26]2[C:21]=1[C:20](=[O:41])[N:19]([CH2:42][C:43]1[CH:48]=[CH:47][C:46]([O:49][CH3:50])=[CH:45][CH:44]=1)[C:18](=[O:51])[N:27]2[C:28]1[CH:29]=[C:30]([NH:34][C:35](=[O:37])[CH3:36])[CH:31]=[CH:32][CH:33]=1. The yield is 0.972. The catalyst is CO. The reactants are C[O-].[Na+].O1CCCC1.[F:9][C:10]1[CH:15]=[C:14]([I:16])[CH:13]=[CH:12][C:11]=1[N:17]1[C:22]2[N:23]([CH3:40])[C:24](=[O:39])[C:25]([CH3:38])=[C:26]([NH:27][C:28]3[CH:29]=[C:30]([NH:34][C:35](=[O:37])[CH3:36])[CH:31]=[CH:32][CH:33]=3)[C:21]=2[C:20](=[O:41])[N:19]([CH2:42][C:43]2[CH:48]=[CH:47][C:46]([O:49][CH3:50])=[CH:45][CH:44]=2)[C:18]1=[O:51]. (7) The reactants are Cl.Cl[CH2:3][CH2:4][N:5]1[CH2:9][CH2:8][CH2:7][CH2:6]1.[Br:10][C:11]1[O:19][C:18]2[CH:17]=[CH:16][N:15]([C:20]3[CH:21]=[C:22]4[C:26](=[CH:27][CH:28]=3)[NH:25][N:24]=[CH:23]4)[C:14](=[O:29])[C:13]=2[CH:12]=1.C([O-])([O-])=O.[Cs+].[Cs+].O. The catalyst is CS(C)=O. The product is [Br:10][C:11]1[O:19][C:18]2[CH:17]=[CH:16][N:15]([C:20]3[CH:21]=[C:22]4[C:26](=[CH:27][CH:28]=3)[N:25]([CH2:3][CH2:4][N:5]3[CH2:9][CH2:8][CH2:7][CH2:6]3)[N:24]=[CH:23]4)[C:14](=[O:29])[C:13]=2[CH:12]=1. The yield is 0.470.